This data is from Catalyst prediction with 721,799 reactions and 888 catalyst types from USPTO. The task is: Predict which catalyst facilitates the given reaction. (1) Reactant: [CH2:1]([C:4]#[N:5])[C:2]#[N:3].C(OC(=O)C)(=O)C.[CH2:13]([C:15]1[O:16][C:17]([CH2:28][CH3:29])=[C:18]([CH2:25]CC)[C:19](=O)[C:20]=1[CH2:21]CC)[CH3:14]. Product: [CH2:28]([C:17]1[O:16][C:15]([CH2:13][CH3:14])=[C:20]([CH3:21])[C:19](=[C:1]([C:4]#[N:5])[C:2]#[N:3])[C:18]=1[CH3:25])[CH3:29]. The catalyst class is: 6. (2) Reactant: [H-].[H-].[H-].[H-].[Li+].[Al+3].C([O:14][C:15]([C@@H:17]1[CH2:21][C@@H:20]([O:22][C:23]([CH3:26])([CH3:25])[CH3:24])[CH2:19][N:18]1[S:27]([C:30]1[CH:39]=[CH:38][C:37]2[C:32](=[CH:33][CH:34]=[CH:35][CH:36]=2)[CH:31]=1)(=[O:29])=[O:28])=O)C1C=CC=CC=1.C(C(C(C([O-])=O)O)O)([O-])=O.[Na+].[K+]. Product: [C:23]([O:22][C@H:20]1[CH2:19][N:18]([S:27]([C:30]2[CH:39]=[CH:38][C:37]3[C:32](=[CH:33][CH:34]=[CH:35][CH:36]=3)[CH:31]=2)(=[O:29])=[O:28])[C@H:17]([CH2:15][OH:14])[CH2:21]1)([CH3:26])([CH3:25])[CH3:24]. The catalyst class is: 28. (3) Product: [Cl:18][C:12]1[CH:13]=[CH:14][CH:15]=[C:16]([Cl:17])[C:11]=1[C:9]1[N:8]([CH2:19][C@@H:20]2[CH2:25][CH2:24][CH2:23][N:22]([C:26]([O:28][C:29]([CH3:30])([CH3:32])[CH3:31])=[O:27])[CH2:21]2)[C:6]2[N:7]=[C:2]([NH:39][CH2:38][C:37]3[CH:40]=[CH:41][C:42]([O:43][CH3:44])=[C:35]([O:34][CH3:33])[CH:36]=3)[N:3]=[CH:4][C:5]=2[CH:10]=1. The catalyst class is: 25. Reactant: Cl[C:2]1[N:3]=[CH:4][C:5]2[CH:10]=[C:9]([C:11]3[C:16]([Cl:17])=[CH:15][CH:14]=[CH:13][C:12]=3[Cl:18])[N:8]([CH2:19][C@@H:20]3[CH2:25][CH2:24][CH2:23][N:22]([C:26]([O:28][C:29]([CH3:32])([CH3:31])[CH3:30])=[O:27])[CH2:21]3)[C:6]=2[N:7]=1.[CH3:33][O:34][C:35]1[CH:36]=[C:37]([CH:40]=[CH:41][C:42]=1[O:43][CH3:44])[CH2:38][NH2:39]. (4) Reactant: [Cl:1][C:2]1[C:10]2[N:9]=[C:8]3[N:11]([C:15]4[CH:20]=[CH:19][C:18]([Cl:21])=[CH:17][C:16]=4[Cl:22])[CH2:12][CH2:13][CH2:14][N:7]3[C:6]=2[C:5]([CH:23]([CH:25]2[CH2:27][CH2:26]2)[OH:24])=[CH:4][CH:3]=1.[H-].[Na+].I[CH2:31][CH3:32].[Cl-].[NH4+]. Product: [Cl:1][C:2]1[C:10]2[N:9]=[C:8]3[N:11]([C:15]4[CH:20]=[CH:19][C:18]([Cl:21])=[CH:17][C:16]=4[Cl:22])[CH2:12][CH2:13][CH2:14][N:7]3[C:6]=2[C:5]([CH:23]([CH:25]2[CH2:27][CH2:26]2)[O:24][CH2:31][CH3:32])=[CH:4][CH:3]=1. The catalyst class is: 9.